Dataset: NCI-60 drug combinations with 297,098 pairs across 59 cell lines. Task: Regression. Given two drug SMILES strings and cell line genomic features, predict the synergy score measuring deviation from expected non-interaction effect. (1) Drug 1: CC1C(C(=O)NC(C(=O)N2CCCC2C(=O)N(CC(=O)N(C(C(=O)O1)C(C)C)C)C)C(C)C)NC(=O)C3=C4C(=C(C=C3)C)OC5=C(C(=O)C(=C(C5=N4)C(=O)NC6C(OC(=O)C(N(C(=O)CN(C(=O)C7CCCN7C(=O)C(NC6=O)C(C)C)C)C)C(C)C)C)N)C. Drug 2: C1CC(=O)NC(=O)C1N2C(=O)C3=CC=CC=C3C2=O. Cell line: UACC-257. Synergy scores: CSS=3.60, Synergy_ZIP=3.12, Synergy_Bliss=-0.792, Synergy_Loewe=-10.7, Synergy_HSA=-2.38. (2) Synergy scores: CSS=17.6, Synergy_ZIP=-2.94, Synergy_Bliss=0.784, Synergy_Loewe=0.567, Synergy_HSA=0.113. Drug 2: CCCCC(=O)OCC(=O)C1(CC(C2=C(C1)C(=C3C(=C2O)C(=O)C4=C(C3=O)C=CC=C4OC)O)OC5CC(C(C(O5)C)O)NC(=O)C(F)(F)F)O. Drug 1: CC(C1=C(C=CC(=C1Cl)F)Cl)OC2=C(N=CC(=C2)C3=CN(N=C3)C4CCNCC4)N. Cell line: SW-620. (3) Drug 1: C1C(C(OC1N2C=NC3=C2NC=NCC3O)CO)O. Drug 2: CC1CCCC2(C(O2)CC(NC(=O)CC(C(C(=O)C(C1O)C)(C)C)O)C(=CC3=CSC(=N3)C)C)C. Cell line: HT29. Synergy scores: CSS=58.8, Synergy_ZIP=4.06, Synergy_Bliss=1.61, Synergy_Loewe=-26.0, Synergy_HSA=-0.127. (4) Drug 1: C1=C(C(=O)NC(=O)N1)F. Drug 2: CCC1(CC2CC(C3=C(CCN(C2)C1)C4=CC=CC=C4N3)(C5=C(C=C6C(=C5)C78CCN9C7C(C=CC9)(C(C(C8N6C)(C(=O)OC)O)OC(=O)C)CC)OC)C(=O)OC)O.OS(=O)(=O)O. Cell line: IGROV1. Synergy scores: CSS=42.9, Synergy_ZIP=7.85, Synergy_Bliss=8.12, Synergy_Loewe=9.99, Synergy_HSA=11.0. (5) Drug 1: C1=C(C(=O)NC(=O)N1)N(CCCl)CCCl. Drug 2: CC1C(C(CC(O1)OC2CC(OC(C2O)C)OC3=CC4=CC5=C(C(=O)C(C(C5)C(C(=O)C(C(C)O)O)OC)OC6CC(C(C(O6)C)O)OC7CC(C(C(O7)C)O)OC8CC(C(C(O8)C)O)(C)O)C(=C4C(=C3C)O)O)O)O. Cell line: OVCAR-4. Synergy scores: CSS=7.95, Synergy_ZIP=1.49, Synergy_Bliss=5.83, Synergy_Loewe=-2.86, Synergy_HSA=6.31. (6) Drug 1: CN(CC1=CN=C2C(=N1)C(=NC(=N2)N)N)C3=CC=C(C=C3)C(=O)NC(CCC(=O)O)C(=O)O. Drug 2: CN(CCCl)CCCl.Cl. Cell line: HT29. Synergy scores: CSS=54.3, Synergy_ZIP=-3.06, Synergy_Bliss=-1.53, Synergy_Loewe=-7.82, Synergy_HSA=1.84.